The task is: Predict the reaction yield, written as a fraction of the theoretical maximum amount of product (1.0 means a 100% yield; for example, 0.34 means a 34% yield).. This data is from Reaction yield outcomes from USPTO patents with 853,638 reactions. (1) The reactants are [OH:1][CH2:2][CH2:3][CH2:4][N:5]1[C:9](=[O:10])[CH:8]=[CH:7][C:6]1=[O:11].C(N(CC)CC)C.[C:19](O[C:19](=[O:23])[C:20]([CH3:22])=[CH2:21])(=[O:23])[C:20]([CH3:22])=[CH2:21]. The catalyst is ClCCl. The product is [O:10]=[C:9]1[CH:8]=[CH:7][C:6](=[O:11])[N:5]1[CH2:4][CH2:3][CH2:2][O:1][C:19](=[O:23])[C:20]([CH3:22])=[CH2:21]. The yield is 0.350. (2) The reactants are [ClH:1].[NH:2](C(OC(C)(C)C)=O)[C@H:3]([C:19]([NH:21][C@H:22]([C:27]([NH:29][C@H:30]([C:35]([O:37][CH3:38])=[O:36])[CH2:31][CH:32]([CH3:34])[CH3:33])=[O:28])[CH2:23][CH:24]([CH3:26])[CH3:25])=[O:20])[CH2:4][CH2:5][CH2:6][CH2:7][NH:8][C:9]([O:11][CH2:12][C:13]1[CH:18]=[CH:17][CH:16]=[CH:15][CH:14]=1)=[O:10]. The catalyst is C(OCC)(=O)C. The product is [NH2:2][C@H:3]([C:19]([NH:21][C@H:22]([C:27]([NH:29][C@H:30]([C:35]([O:37][CH3:38])=[O:36])[CH2:31][CH:32]([CH3:33])[CH3:34])=[O:28])[CH2:23][CH:24]([CH3:25])[CH3:26])=[O:20])[CH2:4][CH2:5][CH2:6][CH2:7][NH:8][C:9]([O:11][CH2:12][C:13]1[CH:14]=[CH:15][CH:16]=[CH:17][CH:18]=1)=[O:10].[ClH:1]. The yield is 0.914. (3) The catalyst is C(#N)C. The product is [Br:22][C:15]1[C:14]2[CH:10]([C:7]3[CH:8]=[CH:9][C:4]([CH:1]([CH3:3])[CH3:2])=[CH:5][CH:6]=3)[CH2:11][O:12][C:13]=2[C:18]([CH3:19])=[C:17]([CH3:20])[C:16]=1[NH2:21]. The reactants are [CH:1]([C:4]1[CH:9]=[CH:8][C:7]([CH:10]2[C:14]3[CH:15]=[C:16]([NH2:21])[C:17]([CH3:20])=[C:18]([CH3:19])[C:13]=3[O:12][CH2:11]2)=[CH:6][CH:5]=1)([CH3:3])[CH3:2].[Br:22]N1C(=O)CCC1=O. The yield is 0.340.